Predict the product of the given reaction. From a dataset of Forward reaction prediction with 1.9M reactions from USPTO patents (1976-2016). (1) Given the reactants [Si]([O:8][CH2:9][C:10]1([CH3:37])[S:16][CH2:15][CH2:14][N:13]2[C:17]([C:20]3([C:23]4[CH:28]=[CH:27][C:26]([C:29]5[CH:30]=[N:31][N:32]([CH:34]([CH3:36])[CH3:35])[CH:33]=5)=[CH:25][CH:24]=4)[CH2:22][CH2:21]3)=[N:18][N:19]=[C:12]2[CH2:11]1)(C(C)(C)C)(C)C.Cl, predict the reaction product. The product is: [CH:34]([N:32]1[CH:33]=[C:29]([C:26]2[CH:25]=[CH:24][C:23]([C:20]3([C:17]4[N:13]5[CH2:14][CH2:15][S:16][C:10]([CH2:9][OH:8])([CH3:37])[CH2:11][C:12]5=[N:19][N:18]=4)[CH2:22][CH2:21]3)=[CH:28][CH:27]=2)[CH:30]=[N:31]1)([CH3:36])[CH3:35]. (2) Given the reactants [CH2:1]([O:3][C:4](=[O:17])[C:5](Cl)=[N:6][NH:7][C:8]1[CH:13]=[CH:12][C:11]([O:14][CH3:15])=[CH:10][CH:9]=1)[CH3:2].[I:18][C:19]1[CH:24]=[CH:23][C:22]([N:25]2[CH2:30][CH2:29][CH:28]=[C:27](N3CCOCC3)[C:26]2=[O:37])=[CH:21][CH:20]=1.C(N(CC)CC)C.Cl, predict the reaction product. The product is: [CH2:1]([O:3][C:4]([C:5]1[C:28]2[CH2:29][CH2:30][N:25]([C:22]3[CH:23]=[CH:24][C:19]([I:18])=[CH:20][CH:21]=3)[C:26](=[O:37])[C:27]=2[N:7]([C:8]2[CH:13]=[CH:12][C:11]([O:14][CH3:15])=[CH:10][CH:9]=2)[N:6]=1)=[O:17])[CH3:2]. (3) Given the reactants [N+]([O-])([O-])=O.[Na+].N[C:7]1[CH:15]=[C:14]([Cl:16])[CH:13]=[CH:12][C:8]=1[C:9]([OH:11])=[O:10].[BrH:17], predict the reaction product. The product is: [Br:17][C:7]1[CH:15]=[C:14]([Cl:16])[CH:13]=[CH:12][C:8]=1[C:9]([OH:11])=[O:10]. (4) The product is: [CH3:19][CH2:20][CH2:21][CH2:22][CH2:23][CH2:24][CH2:25][CH2:26][CH:27]=[CH:28][CH2:29][CH2:30][CH2:31][CH2:32][CH2:33][CH2:34][CH2:35][CH3:36].[C:61]([O:15][CH2:14][CH3:13])(=[O:37])[CH2:60][CH2:59][CH2:58][CH2:57][CH2:56][CH2:55][CH2:54][CH:53]=[CH:52][CH2:51][CH2:50][CH2:49][CH2:48][CH2:47][CH2:46][CH2:45][C:44]([O:63][CH2:64][CH3:65])=[O:62]. Given the reactants C1CCC[C:14](=[O:15])[CH2:13]CCCCCCC=CCCC1.[C:19](O)(=[O:37])[CH2:20][CH2:21][CH2:22][CH2:23][CH2:24][CH2:25][CH2:26]/[CH:27]=[CH:28]\[CH2:29][CH2:30][CH2:31][CH2:32][CH2:33][CH2:34][CH2:35][CH3:36].S(=O)(=O)(O)O.[C:44]([O:63][CH2:64][CH3:65])(=[O:62])[CH2:45][CH2:46][CH2:47][CH2:48][CH2:49][CH2:50][CH2:51]/[CH:52]=[CH:53]\[CH2:54][CH2:55][CH2:56][CH2:57][CH2:58][CH2:59][CH2:60][CH3:61].[Sn](C)(C)(C)C, predict the reaction product. (5) Given the reactants [C:1]([NH:5][C:6]1[C:11]([C:12]([NH2:14])=[O:13])=[CH:10][N:9]=[C:8](S(C)(=O)=O)[N:7]=1)([CH3:4])([CH3:3])[CH3:2].[NH2:19][C@@H:20]1[CH2:25][CH2:24][CH2:23][C@H:22]([OH:26])[CH2:21]1.CCN(C(C)C)C(C)C, predict the reaction product. The product is: [C:1]([NH:5][C:6]1[C:11]([C:12]([NH2:14])=[O:13])=[CH:10][N:9]=[C:8]([NH:19][C@@H:20]2[CH2:25][CH2:24][CH2:23][C@H:22]([OH:26])[CH2:21]2)[N:7]=1)([CH3:4])([CH3:3])[CH3:2]. (6) Given the reactants [CH2:1]([C:3]1[N:13]([CH2:14][C:15]2[CH:20]=[CH:19][C:18]([NH:21][CH:22]3[CH2:27][CH2:26][N:25]([C:28]([CH:30]4[CH2:35][CH2:34][N:33](C(OC(C)(C)C)=O)[CH2:32][CH2:31]4)=[O:29])[CH2:24][CH2:23]3)=[CH:17][CH:16]=2)[C:6]2=[N:7][C:8]([CH3:12])=[CH:9][C:10]([CH3:11])=[C:5]2[N:4]=1)[CH3:2].C(OCC)(=O)C.Cl.[OH-].[Na+], predict the reaction product. The product is: [CH2:1]([C:3]1[N:13]([CH2:14][C:15]2[CH:20]=[CH:19][C:18]([NH:21][CH:22]3[CH2:27][CH2:26][N:25]([C:28]([CH:30]4[CH2:35][CH2:34][NH:33][CH2:32][CH2:31]4)=[O:29])[CH2:24][CH2:23]3)=[CH:17][CH:16]=2)[C:6]2=[N:7][C:8]([CH3:12])=[CH:9][C:10]([CH3:11])=[C:5]2[N:4]=1)[CH3:2]. (7) The product is: [C:15]([O:19][C:20](=[O:50])[CH2:21][C:22]1([C:43]([O:45][C:46]([CH3:49])([CH3:48])[CH3:47])=[O:44])[O:26][N:25]=[C:24]([C:27]2[CH:32]=[C:31]([O:33][C:10](=[O:11])[C:9]3[CH:8]=[CH:7][C:6]([NH:2][C:3]([NH2:5])=[NH:4])=[CH:14][CH:13]=3)[CH:30]=[C:29]([CH2:34][CH2:35][C:36]([O:38][C:39]([CH3:41])([CH3:40])[CH3:42])=[O:37])[CH:28]=2)[CH2:23]1)([CH3:16])([CH3:17])[CH3:18]. Given the reactants Cl.[NH:2]([C:6]1[CH:14]=[CH:13][C:9]([C:10](Cl)=[O:11])=[CH:8][CH:7]=1)[C:3]([NH2:5])=[NH:4].[C:15]([O:19][C:20](=[O:50])[CH2:21][C:22]1([C:43]([O:45][C:46]([CH3:49])([CH3:48])[CH3:47])=[O:44])[O:26][N:25]=[C:24]([C:27]2[CH:32]=[C:31]([OH:33])[CH:30]=[C:29]([CH2:34][CH2:35][C:36]([O:38][C:39]([CH3:42])([CH3:41])[CH3:40])=[O:37])[CH:28]=2)[CH2:23]1)([CH3:18])([CH3:17])[CH3:16].C(=O)(O)[O-].[Na+], predict the reaction product. (8) Given the reactants [CH3:1][N:2]1[CH:6]2[CH2:7][CH:8]([OH:10])[CH2:9][CH:3]1[CH2:4][CH2:5]2.C(N(CC)CC)C.[CH3:18][S:19](Cl)(=[O:21])=[O:20], predict the reaction product. The product is: [CH3:1][N:2]1[CH:6]2[CH2:7][CH:8]([O:10][S:19]([CH3:18])(=[O:21])=[O:20])[CH2:9][CH:3]1[CH2:4][CH2:5]2. (9) Given the reactants [CH2:1]([O:8][C:9]1[C:13]([O:14][CH2:15][C:16]2[CH:21]=[CH:20][CH:19]=[CH:18][CH:17]=2)=[C:12]([C:22]([O:24][CH2:25][CH3:26])=[O:23])[N:11]([C:27]2[CH:32]=[CH:31][C:30]([O:33][CH3:34])=[CH:29][CH:28]=2)[C:10]=1[C:35]([O:37]CC)=[O:36])[C:2]1[CH:7]=[CH:6][CH:5]=[CH:4][CH:3]=1.[OH-].[Na+].[CH2:42]([N:44]([CH2:47][CH3:48])[CH2:45][CH3:46])[CH3:43], predict the reaction product. The product is: [CH2:1]([O:8][C:9]1[C:13]([O:14][CH2:15][C:16]2[CH:21]=[CH:20][CH:19]=[CH:18][CH:17]=2)=[C:12]([C:22]([O:24][CH2:25][CH3:26])=[O:23])[N:11]([C:27]2[CH:28]=[CH:29][C:30]([O:33][CH3:34])=[CH:31][CH:32]=2)[C:10]=1[C:35]([O-:37])=[O:36])[C:2]1[CH:3]=[CH:4][CH:5]=[CH:6][CH:7]=1.[CH2:42]([NH+:44]([CH2:47][CH3:48])[CH2:45][CH3:46])[CH3:43].